Predict the product of the given reaction. From a dataset of Forward reaction prediction with 1.9M reactions from USPTO patents (1976-2016). (1) Given the reactants [C:1]([O:5][C:6]([NH:8][C@H:9]1[CH2:12][NH:11][C@H:10]1[CH2:13][CH3:14])=[O:7])([CH3:4])([CH3:3])[CH3:2].Br[C:16]1[S:17][C:18]([C:22]([O:24][CH2:25][CH3:26])=[O:23])=[C:19]([CH3:21])[N:20]=1.C(N(C(C)C)CC)(C)C, predict the reaction product. The product is: [C:1]([O:5][C:6]([NH:8][C@H:9]1[CH2:12][N:11]([C:16]2[S:17][C:18]([C:22]([O:24][CH2:25][CH3:26])=[O:23])=[C:19]([CH3:21])[N:20]=2)[C@H:10]1[CH2:13][CH3:14])=[O:7])([CH3:4])([CH3:3])[CH3:2]. (2) Given the reactants [CH3:1][O:2][C:3]1[CH:8]=[CH:7][C:6]([C:9]2[O:13][N:12]=[C:11]([CH2:14][CH2:15][C:16]3[N:20]4[C:21](=[O:33])[C:22]5[NH:23][CH:24]=[N:25][C:26]=5[N:27]([CH2:28][CH2:29][CH2:30][CH2:31][CH3:32])[C:19]4=[N:18][N:17]=3)[N:10]=2)=[CH:5][CH:4]=1.[Br:34]N1C(=O)CCC1=O, predict the reaction product. The product is: [Br:34][C:24]1[NH:23][C:22]2[C:21](=[O:33])[N:20]3[C:16]([CH2:15][CH2:14][C:11]4[N:10]=[C:9]([C:6]5[CH:5]=[CH:4][C:3]([O:2][CH3:1])=[CH:8][CH:7]=5)[O:13][N:12]=4)=[N:17][N:18]=[C:19]3[N:27]([CH2:28][CH2:29][CH2:30][CH2:31][CH3:32])[C:26]=2[N:25]=1. (3) The product is: [CH3:1][O:2][C:3]1[CH:8]=[CH:7][CH:6]=[CH:5][C:4]=1[C@@H:9]([OH:14])[C:10]([OH:12])=[O:11]. Given the reactants [CH3:1][O:2][C:3]1[CH:8]=[CH:7][CH:6]=[CH:5][C:4]=1[C@@H:9]([OH:14])[C:10]([O:12]C)=[O:11].[OH-].[Na+].Cl, predict the reaction product.